Dataset: HIV replication inhibition screening data with 41,000+ compounds from the AIDS Antiviral Screen. Task: Binary Classification. Given a drug SMILES string, predict its activity (active/inactive) in a high-throughput screening assay against a specified biological target. (1) The drug is CCC=CCC=CC1CC(=O)NCCCNCCCCN1. The result is 0 (inactive). (2) The molecule is C=C(C=NN(C)C)CC1c2c(O)ccc3cccc(c23)N1S(=O)(=O)c1ccc(C)cc1. The result is 0 (inactive). (3) The drug is O=CN(CCNc1ccccc1)c1ccccc1. The result is 0 (inactive). (4) The drug is COc1cc(NC=O)c2c(c1)SCCC(=O)N2. The result is 0 (inactive). (5) The drug is CC1=C2c3ccccc3N(S(=O)(=O)c3ccccc3)C2C(C(=O)N2C3CC4CCC3(CS2(=O)=O)C4(C)C)CC1. The result is 1 (active). (6) The molecule is CN(NC(=O)C(=Cc1c(O)ccc2ccccc12)NC(=O)c1ccccc1)c1cnnc(O)c1Cl. The result is 0 (inactive).